Task: Predict the reactants needed to synthesize the given product.. Dataset: Full USPTO retrosynthesis dataset with 1.9M reactions from patents (1976-2016) (1) Given the product [OH:27][CH:26]([C:3]1[N:4]=[CH:5][N:6]([C:7]([C:14]2[CH:15]=[CH:16][CH:17]=[CH:18][CH:19]=2)([C:8]2[CH:9]=[CH:10][CH:11]=[CH:12][CH:13]=2)[C:20]2[CH:25]=[CH:24][CH:23]=[CH:22][CH:21]=2)[C:2]=1[CH3:1])[CH2:30][C:29]([O:32][CH2:33][CH3:34])=[O:31], predict the reactants needed to synthesize it. The reactants are: [CH3:1][C:2]1[N:6]([C:7]([C:20]2[CH:25]=[CH:24][CH:23]=[CH:22][CH:21]=2)([C:14]2[CH:19]=[CH:18][CH:17]=[CH:16][CH:15]=2)[C:8]2[CH:13]=[CH:12][CH:11]=[CH:10][CH:9]=2)[CH:5]=[N:4][C:3]=1[CH:26]=[O:27].Cl.[C:29]([O:32][CH2:33][CH3:34])(=[O:31])[CH3:30]. (2) Given the product [Cl:42][C:37]1[C:36]2[C:40](=[CH:41][C:33]([S:30]([N:10]3[CH2:7][CH2:8][N:13]([C:14]([CH:16]4[CH2:21][CH2:20][N:19]([C:22]5[CH:27]=[CH:26][C:25](=[O:28])[N:24]([CH3:29])[N:23]=5)[CH2:18][CH2:17]4)=[O:15])[CH:12]([OH:2])[CH2:11]3)(=[O:31])=[O:32])=[CH:34][CH:35]=2)[NH:39][CH:38]=1, predict the reactants needed to synthesize it. The reactants are: I([O-])(=O)(=O)=[O:2].[Na+].[CH2:7]([N:10]([S:30]([C:33]1[CH:41]=[C:40]2[C:36]([C:37]([Cl:42])=[CH:38][NH:39]2)=[CH:35][CH:34]=1)(=[O:32])=[O:31])[CH2:11][CH2:12][NH:13][C:14]([CH:16]1[CH2:21][CH2:20][N:19]([C:22]2[CH:27]=[CH:26][C:25](=[O:28])[N:24]([CH3:29])[N:23]=2)[CH2:18][CH2:17]1)=[O:15])[CH:8]=C. (3) Given the product [O:8]1[C:12]2[CH:13]=[CH:14][C:15]([C:17]3[S:18][CH:19]=[C:20]([C:22]([NH:7][C:5]4[S:4][N:3]=[C:2]([CH3:1])[N:6]=4)=[O:23])[N:21]=3)=[CH:16][C:11]=2[CH2:10][CH2:9]1, predict the reactants needed to synthesize it. The reactants are: [CH3:1][C:2]1[N:6]=[C:5]([NH2:7])[S:4][N:3]=1.[O:8]1[C:12]2[CH:13]=[CH:14][C:15]([C:17]3[S:18][CH:19]=[C:20]([C:22](O)=[O:23])[N:21]=3)=[CH:16][C:11]=2[CH2:10][CH2:9]1.CN(C(ON1N=NC2C=CC=CC1=2)=[N+](C)C)C.F[P-](F)(F)(F)(F)F.CCN(C(C)C)C(C)C.